Dataset: Retrosynthesis with 50K atom-mapped reactions and 10 reaction types from USPTO. Task: Predict the reactants needed to synthesize the given product. (1) Given the product COC(=O)c1cc2ncc(F)cc2nc1-c1ccccc1S(C)(=O)=O, predict the reactants needed to synthesize it. The reactants are: COC(=O)CC(=O)c1ccccc1S(C)(=O)=O.Nc1cc(F)cnc1C=O. (2) Given the product CC(C)CNc1cc(NC(=O)OC(C)(C)C)c(NC(=O)CC(=O)c2cccc(-c3cncnc3)c2)cc1Cl, predict the reactants needed to synthesize it. The reactants are: CC(C)(C)OC(=O)CC(=O)c1cccc(-c2cncnc2)c1.CC(C)CNc1cc(NC(=O)OC(C)(C)C)c(N)cc1Cl. (3) Given the product CN(C)S(=O)(=O)c1cc2cc(C(=O)O)oc2c(Cl)c1Cl, predict the reactants needed to synthesize it. The reactants are: COC(=O)c1cc2cc(S(=O)(=O)N(C)C)c(Cl)c(Cl)c2o1. (4) Given the product CC(C)C(C(=O)OCc1[nH]ccc1Cc1ccccc1)c1cc2cc(F)ccc2s1, predict the reactants needed to synthesize it. The reactants are: CC(C)C(C(=O)O)c1cc2cc(F)ccc2s1.OCc1[nH]ccc1Cc1ccccc1.